This data is from Retrosynthesis with 50K atom-mapped reactions and 10 reaction types from USPTO. The task is: Predict the reactants needed to synthesize the given product. (1) Given the product CC1(C)Cc2ccc(-c3cncnc3)cc2C2(C1)N=C(N)N(CC(F)(F)F)C2=O, predict the reactants needed to synthesize it. The reactants are: CC1(C)Cc2ccc(Br)cc2C2(C1)N=C(N)N(CC(F)(F)F)C2=O.OB(O)c1cncnc1. (2) Given the product CNC(=O)[C@H]1C[C@H](Oc2cc3c(Nc4cccc(Cl)c4F)ncnc3cc2OC)CCN1, predict the reactants needed to synthesize it. The reactants are: CNC(=O)[C@H]1C[C@H](Oc2cc3c(Nc4cccc(Cl)c4F)ncnc3cc2OC)CCN1C(=O)OC(C)(C)C. (3) Given the product O=[N+]([O-])c1cccc(Cl)c1Nc1ccc(Br)cc1, predict the reactants needed to synthesize it. The reactants are: Nc1ccc(Br)cc1.O=[N+]([O-])c1cccc(Cl)c1F. (4) Given the product C=CC[C@@H](CC(=O)OC(C)(C)C)C(=O)N1CCC[C@H]1CO, predict the reactants needed to synthesize it. The reactants are: C=CC[C@@H](CC(=O)OC(C)(C)C)C(=O)O.OC[C@@H]1CCCN1. (5) Given the product O=C(Nc1ccc(N2CCN(c3ncccn3)CC2)nc1)c1nc(-c2ccccc2)oc1C(F)(F)F, predict the reactants needed to synthesize it. The reactants are: Nc1ccc(N2CCN(c3ncccn3)CC2)nc1.O=C(O)c1nc(-c2ccccc2)oc1C(F)(F)F. (6) Given the product CC1(CNC(=O)C(F)(F)F)CN(C(c2ccccc2)c2ccccc2)C1, predict the reactants needed to synthesize it. The reactants are: CC1(CN)CN(C(c2ccccc2)c2ccccc2)C1.O=C(OC(=O)C(F)(F)F)C(F)(F)F. (7) Given the product CC(C)(C)[C@H](NC(=O)Nc1cc(F)ccc1F)C(=O)N[C@@H]1CCN(Cc2ccccc2)C1, predict the reactants needed to synthesize it. The reactants are: CC(C)(C)[C@H](N)C(=O)N[C@@H]1CCN(Cc2ccccc2)C1.O=C=Nc1cc(F)ccc1F.